Dataset: Catalyst prediction with 721,799 reactions and 888 catalyst types from USPTO. Task: Predict which catalyst facilitates the given reaction. (1) Reactant: FC(F)(F)C(O)=O.[S:8]1[CH:12]=[C:11]([C:13]2[CH:18]=[CH:17][C:16]([CH2:19][C:20]3[CH:37]=[CH:36][C:23]4[CH2:24][CH2:25][N:26](C(OC(C)(C)C)=O)[CH2:27][CH2:28][C:22]=4[CH:21]=3)=[CH:15][CH:14]=2)[N:10]=[N:9]1. Product: [S:8]1[CH:12]=[C:11]([C:13]2[CH:14]=[CH:15][C:16]([CH2:19][C:20]3[CH:37]=[CH:36][C:23]4[CH2:24][CH2:25][NH:26][CH2:27][CH2:28][C:22]=4[CH:21]=3)=[CH:17][CH:18]=2)[N:10]=[N:9]1. The catalyst class is: 4. (2) Reactant: [N:1]1([C:6]2[CH:23]=[CH:22][C:9]([O:10][CH2:11][CH2:12][C@@H:13]3[CH2:15][C@@H:14]3[CH:16]3[CH2:21][CH2:20][NH:19][CH2:18][CH2:17]3)=[CH:8][CH:7]=2)[CH:5]=[N:4][N:3]=[N:2]1.CCN(C(C)C)C(C)C.[C:33]([N:37]=[C:38]=[O:39])([CH3:36])([CH3:35])[CH3:34]. Product: [C:33]([NH:37][C:38]([N:19]1[CH2:20][CH2:21][CH:16]([C@H:14]2[CH2:15][C@H:13]2[CH2:12][CH2:11][O:10][C:9]2[CH:8]=[CH:7][C:6]([N:1]3[CH:5]=[N:4][N:3]=[N:2]3)=[CH:23][CH:22]=2)[CH2:17][CH2:18]1)=[O:39])([CH3:36])([CH3:35])[CH3:34]. The catalyst class is: 3. (3) Reactant: [S:1]([N:11]1[C:19]2[CH2:18][CH2:17][CH2:16][CH:15](O)[C:14]=2[CH:13]=[N:12]1)([C:4]1[CH:10]=[CH:9][C:7]([CH3:8])=[CH:6][CH:5]=1)(=[O:3])=[O:2].[Br:21][C:22]1[C:30]2[C:25](=[N:26][CH:27]=[N:28][C:29]=2[NH:31][CH2:32][C:33]2[CH:38]=[CH:37][C:36]([O:39][CH3:40])=[CH:35][C:34]=2[O:41][CH3:42])[NH:24][N:23]=1.C1C=CC(P(C2C=CC=CC=2)C2C=CC=CC=2)=CC=1.CC(OC(/N=N/C(OC(C)C)=O)=O)C. Product: [Br:21][C:22]1[C:30]2[C:25](=[N:26][CH:27]=[N:28][C:29]=2[NH:31][CH2:32][C:33]2[CH:38]=[CH:37][C:36]([O:39][CH3:40])=[CH:35][C:34]=2[O:41][CH3:42])[N:24]([CH:15]2[CH2:16][CH2:17][CH2:18][C:19]3[N:11]([S:1]([C:4]4[CH:10]=[CH:9][C:7]([CH3:8])=[CH:6][CH:5]=4)(=[O:2])=[O:3])[N:12]=[CH:13][C:14]2=3)[N:23]=1. The catalyst class is: 1. (4) Reactant: O[CH2:2][CH2:3][N:4]([CH:34]([CH3:36])[CH3:35])[C:5]([C:7]1[C:12]([O:13][CH2:14][C:15]2[CH:20]=[CH:19][CH:18]=[CH:17][CH:16]=2)=[C:11]([OH:21])[N:10]=[C:9]([CH2:22][C:23]2([C:28]3[CH:33]=[CH:32][CH:31]=[CH:30][N:29]=3)[CH2:27][CH2:26][CH2:25][CH2:24]2)[N:8]=1)=[O:6].N(C(OC(C)C)=O)=NC(OC(C)C)=O.C(OCC)(=O)C.O. Product: [CH2:14]([O:13][C:12]1[C:11](=[O:21])[N:10]=[C:9]([CH2:22][C:23]2([C:28]3[CH:33]=[CH:32][CH:31]=[CH:30][N:29]=3)[CH2:24][CH2:25][CH2:26][CH2:27]2)[N:8]2[CH2:2][CH2:3][N:4]([CH:34]([CH3:35])[CH3:36])[C:5](=[O:6])[C:7]=12)[C:15]1[CH:20]=[CH:19][CH:18]=[CH:17][CH:16]=1. The catalyst class is: 4. (5) Reactant: [N+:1]([C:4]1[CH:13]=[C:12]2[C:7]([CH2:8][CH2:9][O:10][C:11]2=[O:14])=[CH:6][CH:5]=1)([O-])=O.[H][H]. Product: [NH2:1][C:4]1[CH:13]=[C:12]2[C:7]([CH2:8][CH2:9][O:10][C:11]2=[O:14])=[CH:6][CH:5]=1. The catalyst class is: 350. (6) Reactant: [F:1][C:2]1[CH:9]=[C:8]([F:10])[CH:7]=[CH:6][C:3]=1[CH2:4][NH2:5].[C:11](O)(=[O:19])[CH2:12][CH2:13][CH2:14][CH2:15][CH2:16][CH2:17][CH3:18].Cl.C(N=C=NCCCN(C)C)C. Product: [F:1][C:2]1[CH:9]=[C:8]([F:10])[CH:7]=[CH:6][C:3]=1[CH2:4][NH:5][C:11](=[O:19])[CH2:12][CH2:13][CH2:14][CH2:15][CH2:16][CH2:17][CH3:18]. The catalyst class is: 64.